Predict the reactants needed to synthesize the given product. From a dataset of Full USPTO retrosynthesis dataset with 1.9M reactions from patents (1976-2016). (1) Given the product [Cl:2][C:3]1[CH:8]=[C:7]([CH:9]2[CH2:18][CH2:17][C:12](=[O:13])[CH2:11][CH2:10]2)[CH:6]=[CH:5][C:4]=1[NH:19][C:20](=[O:29])[O:21][CH2:22][C:23]1[CH:24]=[CH:25][CH:26]=[CH:27][CH:28]=1, predict the reactants needed to synthesize it. The reactants are: O.[Cl:2][C:3]1[CH:8]=[C:7]([CH:9]2[CH2:18][CH2:17][C:12]3(OCC[O:13]3)[CH2:11][CH2:10]2)[CH:6]=[CH:5][C:4]=1[NH:19][C:20](=[O:29])[O:21][CH2:22][C:23]1[CH:28]=[CH:27][CH:26]=[CH:25][CH:24]=1.[OH-].[Na+].C(OCC)(=O)C. (2) Given the product [Cl:15][C:16]1[CH:17]=[C:18]([N:22]2[CH2:27][CH2:26][N:25]([C:29]([C:11]3[N:7]([C:1]4[CH:2]=[CH:3][CH:4]=[CH:5][CH:6]=4)[N:8]=[CH:9][CH:10]=3)=[O:30])[CH2:24][CH2:23]2)[CH:19]=[CH:20][CH:21]=1, predict the reactants needed to synthesize it. The reactants are: [C:1]1([N:7]2[CH:11]=[CH:10][C:9](C(O)=O)=[N:8]2)[CH:6]=[CH:5][CH:4]=[CH:3][CH:2]=1.[Cl:15][C:16]1[CH:17]=[C:18]([N:22]2[CH2:27][CH2:26][NH:25][CH2:24][CH2:23]2)[CH:19]=[CH:20][CH:21]=1.C(Cl)(=O)[C:29](Cl)=[O:30]. (3) Given the product [O:1]1[CH:5]=[CH:4][CH:3]=[C:2]1[C:6]1[O:7][C:8]([CH3:13])=[C:9]([CH2:11][O:12][C:15]2[CH:16]=[CH:17][C:18]([C:21]#[N:22])=[CH:19][N:20]=2)[N:10]=1, predict the reactants needed to synthesize it. The reactants are: [O:1]1[CH:5]=[CH:4][CH:3]=[C:2]1[C:6]1[O:7][C:8]([CH3:13])=[C:9]([CH2:11][OH:12])[N:10]=1.Cl[C:15]1[N:20]=[CH:19][C:18]([C:21]#[N:22])=[CH:17][CH:16]=1.CN(C)C=O.[H-].[Na+]. (4) Given the product [NH2:1][C:2]1[CH:3]=[C:4]([NH:23][CH2:24][C:25]2[CH:34]=[CH:33][C:32]3[C:27](=[CH:28][CH:29]=[CH:30][CH:31]=3)[N:26]=2)[C:5]([C:13]#[N:14])=[C:6]([C:8]2[O:9][CH:10]=[CH:11][CH:12]=2)[N:7]=1, predict the reactants needed to synthesize it. The reactants are: [NH2:1][C:2]1[N:7]=[C:6]([C:8]2[O:9][CH:10]=[CH:11][CH:12]=2)[C:5]([C:13]#[N:14])=[C:4](OS(C(F)(F)F)(=O)=O)[CH:3]=1.[NH2:23][CH2:24][C:25]1[CH:34]=[CH:33][C:32]2[C:27](=[CH:28][CH:29]=[CH:30][CH:31]=2)[N:26]=1.